From a dataset of Peptide-MHC class I binding affinity with 185,985 pairs from IEDB/IMGT. Regression. Given a peptide amino acid sequence and an MHC pseudo amino acid sequence, predict their binding affinity value. This is MHC class I binding data. (1) The peptide sequence is KLSMGLITI. The MHC is HLA-A02:17 with pseudo-sequence HLA-A02:17. The binding affinity (normalized) is 0.307. (2) The peptide sequence is FILLLCLIFL. The MHC is HLA-A11:01 with pseudo-sequence HLA-A11:01. The binding affinity (normalized) is 0.0502. (3) The peptide sequence is RRPGNKTVLPV. The MHC is Mamu-B03 with pseudo-sequence Mamu-B03. The binding affinity (normalized) is 0.413. (4) The peptide sequence is LTPKQKRKMA. The MHC is Mamu-A01 with pseudo-sequence Mamu-A01. The binding affinity (normalized) is 0.416. (5) The peptide sequence is YIVGYYSAL. The MHC is BoLA-JSP.1 with pseudo-sequence BoLA-JSP.1. The binding affinity (normalized) is 0.278. (6) The peptide sequence is PLKVKDIPF. The MHC is HLA-B15:09 with pseudo-sequence HLA-B15:09. The binding affinity (normalized) is 0.0847.